This data is from NCI-60 drug combinations with 297,098 pairs across 59 cell lines. The task is: Regression. Given two drug SMILES strings and cell line genomic features, predict the synergy score measuring deviation from expected non-interaction effect. (1) Drug 1: CN(CC1=CN=C2C(=N1)C(=NC(=N2)N)N)C3=CC=C(C=C3)C(=O)NC(CCC(=O)O)C(=O)O. Drug 2: C1=NC2=C(N1)C(=S)N=CN2. Cell line: A498. Synergy scores: CSS=20.6, Synergy_ZIP=-4.10, Synergy_Bliss=-1.35, Synergy_Loewe=-12.9, Synergy_HSA=-0.502. (2) Drug 1: CCC1(CC2CC(C3=C(CCN(C2)C1)C4=CC=CC=C4N3)(C5=C(C=C6C(=C5)C78CCN9C7C(C=CC9)(C(C(C8N6C)(C(=O)OC)O)OC(=O)C)CC)OC)C(=O)OC)O.OS(=O)(=O)O. Drug 2: CN1C2=C(C=C(C=C2)N(CCCl)CCCl)N=C1CCCC(=O)O.Cl. Cell line: BT-549. Synergy scores: CSS=19.2, Synergy_ZIP=-3.99, Synergy_Bliss=-7.80, Synergy_Loewe=-27.1, Synergy_HSA=-6.38.